Predict the reaction yield, written as a fraction of the theoretical maximum amount of product (1.0 means a 100% yield; for example, 0.34 means a 34% yield). From a dataset of Reaction yield outcomes from USPTO patents with 853,638 reactions. (1) The reactants are C(OC([N:8]1[CH2:12][CH2:11][CH2:10][C@@H:9]1[CH2:13][O:14][C:15]1[CH:20]=[CH:19][C:18]([O:21][C:22]2[CH:27]=[CH:26][C:25]([Cl:28])=[CH:24][CH:23]=2)=[CH:17][CH:16]=1)=O)(C)(C)C.Cl. The catalyst is O1CCOCC1. The product is [ClH:28].[Cl:28][C:25]1[CH:26]=[CH:27][C:22]([O:21][C:18]2[CH:19]=[CH:20][C:15]([O:14][CH2:13][C@H:9]3[CH2:10][CH2:11][CH2:12][NH:8]3)=[CH:16][CH:17]=2)=[CH:23][CH:24]=1. The yield is 0.700. (2) The reactants are [CH3:1][C:2]1[NH:3][CH:4]=[CH:5][C:6]=1[C:7]([O:9][CH2:10][CH3:11])=[O:8].[H-].[Na+].[N:14]1([S:20](Cl)(=[O:22])=[O:21])[CH2:19][CH2:18][CH2:17][CH2:16][CH2:15]1. The catalyst is CN(C=O)C.CC(=O)OCC. The product is [CH3:1][C:2]1[N:3]([S:20]([N:14]2[CH2:19][CH2:18][CH2:17][CH2:16][CH2:15]2)(=[O:22])=[O:21])[CH:4]=[CH:5][C:6]=1[C:7]([O:9][CH2:10][CH3:11])=[O:8]. The yield is 0.780. (3) The reactants are [CH3:1][C:2]1([CH3:29])[CH2:5][CH:4]([CH:6]([NH:18][C:19]2[CH:20]=[N:21][C:22]3[C:27]([CH:28]=2)=[CH:26][CH:25]=[CH:24][CH:23]=3)[C:7]2[CH:17]=[CH:16][C:10]([C:11]([O:13]CC)=[O:12])=[CH:9][CH:8]=2)[CH2:3]1.O1CCCC1.[OH-].[Na+].Cl. The catalyst is C(OCC)(=O)C.O.CO. The yield is 0.930. The product is [CH3:1][C:2]1([CH3:29])[CH2:5][CH:4]([CH:6]([NH:18][C:19]2[CH:20]=[N:21][C:22]3[C:27]([CH:28]=2)=[CH:26][CH:25]=[CH:24][CH:23]=3)[C:7]2[CH:8]=[CH:9][C:10]([C:11]([OH:13])=[O:12])=[CH:16][CH:17]=2)[CH2:3]1. (4) The reactants are [N:1]1[C:11]2[C:6](=[CH:7][CH:8]=[CH:9][CH:10]=2)[C:4]([CH3:5])=[CH:3][CH:2]=1.[I:12][CH3:13]. The catalyst is CO. The product is [I-:12].[CH3:13][N+:1]1[C:11]2[C:6](=[CH:7][CH:8]=[CH:9][CH:10]=2)[C:4]([CH3:5])=[CH:3][CH:2]=1. The yield is 0.830. (5) The reactants are [C:1]([O:5][C:6](=[O:13])[NH:7][C:8]([CH3:12])([CH3:11])[CH2:9][OH:10])([CH3:4])([CH3:3])[CH3:2].[H-].[Na+].Br[C:17]1[C:26]2[C:21](=[CH:22][N:23]=[CH:24][CH:25]=2)[CH:20]=[C:19]([C:27]2[CH:32]=[CH:31][N:30]=[CH:29][CH:28]=2)[N:18]=1. The catalyst is CN(C=O)C.C1C=CC(/C=C/C(/C=C/C2C=CC=CC=2)=O)=CC=1.C1C=CC(/C=C/C(/C=C/C2C=CC=CC=2)=O)=CC=1.C1C=CC(/C=C/C(/C=C/C2C=CC=CC=2)=O)=CC=1.[Pd].[Pd].C1C=CC(P(C2C(C3C(P(C4C=CC=CC=4)C4C=CC=CC=4)=CC=C4C=3C=CC=C4)=C3C(C=CC=C3)=CC=2)C2C=CC=CC=2)=CC=1. The product is [C:1]([O:5][C:6](=[O:13])[NH:7][C:8]([CH3:12])([CH3:11])[CH2:9][O:10][C:17]1[C:26]2[C:21](=[CH:22][N:23]=[CH:24][CH:25]=2)[CH:20]=[C:19]([C:27]2[CH:32]=[CH:31][N:30]=[CH:29][CH:28]=2)[N:18]=1)([CH3:4])([CH3:2])[CH3:3]. The yield is 0.460. (6) The reactants are Cl.[NH2:2][CH2:3][C:4]1[CH:12]=[CH:11][CH:10]=[C:9]2[C:5]=1[C:6](=[O:22])[N:7]([CH:14]1[CH2:19][CH2:18][C:17](=[O:20])[NH:16][C:15]1=[O:21])[C:8]2=[O:13].C(N(CC)CC)C.[CH3:30][C:31]1[N:32]=[C:33]([C:39]2[CH:44]=[CH:43][CH:42]=[CH:41][CH:40]=2)[S:34][C:35]=1[C:36](Cl)=[O:37]. The catalyst is CC#N. The product is [O:21]=[C:15]1[CH:14]([N:7]2[C:6](=[O:22])[C:5]3[C:9](=[CH:10][CH:11]=[CH:12][C:4]=3[CH2:3][NH:2][C:36]([C:35]3[S:34][C:33]([C:39]4[CH:40]=[CH:41][CH:42]=[CH:43][CH:44]=4)=[N:32][C:31]=3[CH3:30])=[O:37])[C:8]2=[O:13])[CH2:19][CH2:18][C:17](=[O:20])[NH:16]1. The yield is 0.660. (7) The reactants are [OH:1][C@H:2]1[CH2:7][CH2:6][CH2:5][C@@H:4]([NH:8][C:9]2[C:14]([C:15]([NH2:17])=[O:16])=[CH:13][N:12]=[C:11](S(C)(=O)=O)[N:10]=2)[CH2:3]1.Cl.[F:23][C:24]1([F:31])[CH2:29][CH2:28][CH:27]([NH2:30])[CH2:26][CH2:25]1.CCN(C(C)C)C(C)C. The catalyst is CS(C)=O. The product is [F:23][C:24]1([F:31])[CH2:29][CH2:28][CH:27]([NH:30][C:11]2[N:10]=[C:9]([NH:8][C@@H:4]3[CH2:5][CH2:6][CH2:7][C@H:2]([OH:1])[CH2:3]3)[C:14]([C:15]([NH2:17])=[O:16])=[CH:13][N:12]=2)[CH2:26][CH2:25]1. The yield is 0.580. (8) The reactants are [CH2:1]([O:8][C:9]1[C:10](=[O:29])[CH:11]=[C:12]([CH2:17][NH:18][S:19]([C:22]2[CH:27]=[CH:26][C:25]([Cl:28])=[CH:24][CH:23]=2)(=[O:21])=[O:20])[O:13][C:14]=1[CH2:15][OH:16])[C:2]1[CH:7]=[CH:6][CH:5]=[CH:4][CH:3]=1.C(OC1C(=O)C=C(CNS(C2C=CC=CC=2)(=O)=O)OC=1C=O)C1C=CC=CC=1. No catalyst specified. The product is [CH2:1]([O:8][C:9]1[C:10](=[O:29])[CH:11]=[C:12]([CH2:17][NH:18][S:19]([C:22]2[CH:23]=[CH:24][C:25]([Cl:28])=[CH:26][CH:27]=2)(=[O:21])=[O:20])[O:13][C:14]=1[CH:15]=[O:16])[C:2]1[CH:7]=[CH:6][CH:5]=[CH:4][CH:3]=1. The yield is 0.852.